The task is: Regression. Given two drug SMILES strings and cell line genomic features, predict the synergy score measuring deviation from expected non-interaction effect.. This data is from NCI-60 drug combinations with 297,098 pairs across 59 cell lines. Drug 1: C(=O)(N)NO. Drug 2: C(CCl)NC(=O)N(CCCl)N=O. Cell line: NCI-H226. Synergy scores: CSS=0.934, Synergy_ZIP=-0.942, Synergy_Bliss=-1.42, Synergy_Loewe=0.277, Synergy_HSA=0.0443.